Dataset: Catalyst prediction with 721,799 reactions and 888 catalyst types from USPTO. Task: Predict which catalyst facilitates the given reaction. (1) Reactant: [Cl:1][C:2]1[CH:3]=[C:4]([C@@:9]2([CH2:31][CH2:32][OH:33])[O:14][CH2:13][CH2:12][N:11]([C:15](=[O:30])[C:16]3[CH:21]=[C:20]([C:22]([F:25])([F:24])[F:23])[CH:19]=[C:18]([C:26]([F:29])([F:28])[F:27])[CH:17]=3)[CH2:10]2)[CH:5]=[CH:6][C:7]=1[Cl:8].C(N(CC)CC)C.[CH3:41][S:42](Cl)(=[O:44])=[O:43].O. Product: [CH3:41][S:42]([O:33][CH2:32][CH2:31][C@:9]1([C:4]2[CH:5]=[CH:6][C:7]([Cl:8])=[C:2]([Cl:1])[CH:3]=2)[O:14][CH2:13][CH2:12][N:11]([C:15](=[O:30])[C:16]2[CH:17]=[C:18]([C:26]([F:28])([F:27])[F:29])[CH:19]=[C:20]([C:22]([F:24])([F:25])[F:23])[CH:21]=2)[CH2:10]1)(=[O:44])=[O:43]. The catalyst class is: 2. (2) Reactant: [F:1][C:2]1[CH:9]=[C:8]([F:10])[CH:7]=[C:6]([OH:11])[C:3]=1[CH:4]=O.[C:12](OCC)(=[O:17])[CH2:13][C:14]([CH3:16])=[O:15].N1CCCCC1. Product: [C:14]([C:13]1[C:12](=[O:17])[O:11][C:6]2[C:3]([CH:4]=1)=[C:2]([F:1])[CH:9]=[C:8]([F:10])[CH:7]=2)(=[O:15])[CH3:16]. The catalyst class is: 28. (3) Reactant: [CH:1]([C:3]1[CH:8]=[CH:7][C:6]([CH2:9][N:10]2[CH2:15][CH2:14][N:13]([C:16]3[C:21]([C:22]([O:24][CH:25]([CH3:27])[CH3:26])=[O:23])=[CH:20][CH:19]=[CH:18][N:17]=3)[CH2:12][CH2:11]2)=[CH:5][CH:4]=1)=O.[CH2:28]([NH2:35])[C:29]1[CH:34]=[CH:33][CH:32]=[CH:31][CH:30]=1.C(O)(=O)C.C([BH3-])#N.[Na+]. Product: [C:29]1([CH2:28][NH:35][CH2:1][C:3]2[CH:8]=[CH:7][C:6]([CH2:9][N:10]3[CH2:15][CH2:14][N:13]([C:16]4[C:21]([C:22]([O:24][CH:25]([CH3:27])[CH3:26])=[O:23])=[CH:20][CH:19]=[CH:18][N:17]=4)[CH2:12][CH2:11]3)=[CH:5][CH:4]=2)[CH:34]=[CH:33][CH:32]=[CH:31][CH:30]=1. The catalyst class is: 5. (4) Reactant: [CH3:1][C:2]1[NH:3][C:4]2[C:9]([CH:10]=1)=[CH:8][C:7]([N+:11]([O-:13])=[O:12])=[CH:6][CH:5]=2.[H-].[Na+].Br[CH2:17][C:18]([O:20][CH2:21][CH3:22])=[O:19]. Product: [CH2:21]([O:20][C:18](=[O:19])[CH2:17][N:3]1[C:4]2[C:9](=[CH:8][C:7]([N+:11]([O-:13])=[O:12])=[CH:6][CH:5]=2)[CH:10]=[C:2]1[CH3:1])[CH3:22]. The catalyst class is: 9. (5) Reactant: [ClH:1].[N:2]1([CH2:8][CH2:9][O:10][C:11]2[CH:16]=[CH:15][C:14]([CH:17]3[C:25]4[C:20](=[CH:21][CH:22]=[C:23]([OH:26])[CH:24]=4)[C:19]4([C:34]5[C:29](=[CH:30][C:31]([OH:35])=[CH:32][CH:33]=5)[CH2:28][CH2:27]4)[CH2:18]3)=[CH:13][CH:12]=2)[CH2:7][CH2:6][CH2:5][CH2:4][CH2:3]1. Product: [ClH:1].[N:2]1([CH2:8][CH2:9][O:10][C:11]2[CH:16]=[CH:15][C:14]([C@H:17]3[C:25]4[C:20](=[CH:21][CH:22]=[C:23]([OH:26])[CH:24]=4)[C@@:19]4([C:34]5[C:29](=[CH:30][C:31]([OH:35])=[CH:32][CH:33]=5)[CH2:28][CH2:27]4)[CH2:18]3)=[CH:13][CH:12]=2)[CH2:7][CH2:6][CH2:5][CH2:4][CH2:3]1. The catalyst class is: 175. (6) Reactant: [CH2:1]([O:4][C:5](=[O:16])[NH:6][C:7]1[C:12]([CH3:13])=[CH:11][C:10]([NH2:14])=[CH:9][C:8]=1[CH3:15])[CH2:2][CH3:3].[CH3:17][C:18]1[C:23]([CH:24]=O)=[CH:22][N:21]=[C:20]([C:26]2[CH:31]=[CH:30][CH:29]=[CH:28][CH:27]=2)[N:19]=1.C([BH3-])#N.[Na+].C(=O)([O-])[O-].[Na+].[Na+]. Product: [CH2:1]([O:4][C:5](=[O:16])[NH:6][C:7]1[C:8]([CH3:15])=[CH:9][C:10]([NH:14][CH2:24][C:23]2[C:18]([CH3:17])=[N:19][C:20]([C:26]3[CH:27]=[CH:28][CH:29]=[CH:30][CH:31]=3)=[N:21][CH:22]=2)=[CH:11][C:12]=1[CH3:13])[CH2:2][CH3:3]. The catalyst class is: 130. (7) Reactant: [C:1]([O:7][CH2:8][N:9]1[C:13]2[N:14]=[CH:15][N:16]=[C:17]([C:18]3[CH:19]=[N:20][N:21](C(OCC)C)[CH:22]=3)[C:12]=2[CH:11]=[CH:10]1)(=[O:6])[C:2]([CH3:5])([CH3:4])[CH3:3].O1CCCC1.Cl.[OH-].[Na+]. Product: [C:1]([O:7][CH2:8][N:9]1[C:13]2[N:14]=[CH:15][N:16]=[C:17]([C:18]3[CH:19]=[N:20][NH:21][CH:22]=3)[C:12]=2[CH:11]=[CH:10]1)(=[O:6])[C:2]([CH3:5])([CH3:4])[CH3:3]. The catalyst class is: 310. (8) Reactant: Cl.Cl.[N+:3]([C:6]1[CH:11]=[C:10]([C:12]([F:15])([F:14])[F:13])[CH:9]=[CH:8][C:7]=1[N:16]1[CH2:21][CH2:20][CH2:19][C@H:18](N)[CH2:17]1)([O-:5])=[O:4].C=O.[C:25](O)(=O)C.[C:29]([BH3-])#[N:30].[Na+]. Product: [CH3:25][N:30]([CH3:29])[C@H:18]1[CH2:19][CH2:20][CH2:21][N:16]([C:7]2[CH:8]=[CH:9][C:10]([C:12]([F:15])([F:14])[F:13])=[CH:11][C:6]=2[N+:3]([O-:5])=[O:4])[CH2:17]1. The catalyst class is: 5.